From a dataset of Reaction yield outcomes from USPTO patents with 853,638 reactions. Predict the reaction yield, written as a fraction of the theoretical maximum amount of product (1.0 means a 100% yield; for example, 0.34 means a 34% yield). (1) The reactants are [C:1]([O:4][C@H:5]1[CH2:9][C@H:8]([N:10]2[C:14]3[N:15]=[CH:16][N:17]=[C:18]([NH:19][C:20](=[O:22])[CH3:21])[C:13]=3[CH:12]=[CH:11]2)[CH2:7][C@H:6]1[CH2:23][OH:24])(=[O:3])[CH3:2].N1C=CC=CC=1.Cl[S:32]([NH2:35])(=[O:34])=[O:33]. The catalyst is C(C#N)(C)=O. The product is [C:1]([O:4][C@H:5]1[CH2:9][C@H:8]([N:10]2[C:14]3[N:15]=[CH:16][N:17]=[C:18]([NH:19][C:20](=[O:22])[CH3:21])[C:13]=3[CH:12]=[CH:11]2)[CH2:7][C@H:6]1[CH2:23][O:24][S:32]([NH2:35])(=[O:34])=[O:33])(=[O:3])[CH3:2]. The yield is 1.00. (2) The reactants are [O:1]1[C:10]2[CH:9]=[C:8]([CH2:11][N:12]([CH:20]3[CH2:29][CH2:28][C:27]4[C:22](=[CH:23][CH:24]=[C:25]([N:30]=C(C5C=CC=CC=5)C5C=CC=CC=5)[CH:26]=4)[CH2:21]3)[C:13](=[O:19])[O:14][C:15]([CH3:18])([CH3:17])[CH3:16])[N:7]=[CH:6][C:5]=2[O:4][CH2:3][CH2:2]1. The catalyst is C1COCC1.Cl. The product is [NH2:30][C:25]1[CH:26]=[C:27]2[C:22](=[CH:23][CH:24]=1)[CH2:21][CH:20]([N:12]([CH2:11][C:8]1[N:7]=[CH:6][C:5]3[O:4][CH2:3][CH2:2][O:1][C:10]=3[CH:9]=1)[C:13](=[O:19])[O:14][C:15]([CH3:17])([CH3:18])[CH3:16])[CH2:29][CH2:28]2. The yield is 0.690. (3) The yield is 0.180. The catalyst is C1(OC2C=CC=CC=2)C=CC=CC=1. The reactants are [CH2:1]([C:3]1[N:7]=[C:6]([NH2:8])[NH:5][N:4]=1)[CH3:2].[NH:9]1[C:13]2[CH:14]=[CH:15][C:16]([C:18](=O)[CH2:19][C:20](OCC)=[O:21])=[CH:17][C:12]=2[N:11]=[N:10]1.CC1C=CC(S(O)(=O)=O)=CC=1. The product is [NH:9]1[C:13]2[CH:14]=[CH:15][C:16]([C:18]3[NH:8][C:6]4[N:5]([N:4]=[C:3]([CH2:1][CH3:2])[N:7]=4)[C:20](=[O:21])[CH:19]=3)=[CH:17][C:12]=2[N:11]=[N:10]1. (4) The reactants are CCN(CC)CC.[C:8]([O:11][C:12](=[O:14])[CH3:13])(=O)[CH3:9].[CH3:15][O:16][C:17]1[CH:18]=[C:19]2[C@H]3[C@H:27]([O:28][C:29]4[C:30]5[CH:41]=[CH:40][C:39]([CH3:43])([CH3:42])[O:38][C:31]=5[CH:32]=[CH:33][C:34]=4[C@H]3O)[CH2:26][O:25][C:20]2=[CH:21][C:22]=1[O:23][CH3:24].[NH4+].[Cl-]. The catalyst is CN(C1C=CN=CC=1)C.C(Cl)Cl. The product is [C:12]([O:11][C@@H:8]1[C:34]2[CH:33]=[CH:32][C:31]3[O:38][C:39]([CH3:43])([CH3:42])[CH:40]=[CH:41][C:30]=3[C:29]=2[O:28][C@@H:27]2[CH2:26][O:25][C:20]3[C:19]([C@@H:9]12)=[CH:18][C:17]([O:16][CH3:15])=[C:22]([O:23][CH3:24])[CH:21]=3)(=[O:14])[CH3:13]. The yield is 0.820. (5) The reactants are [C:1]([O:5][C:6](=[O:43])[C@@H:7](C1C=CN(C2C=CC(C3C=CC=CC=3)=CC=2)C=1)CC(NN1[C@@H](CC2C=CC=CC=2)COC1(C)C)=O)([CH3:4])([CH3:3])[CH3:2].[CH3:44][C:45]([CH3:73])([CH3:72])[C@H:46]([NH:51][C:52](=[O:71])[CH2:53][C:54]1[O:58][C:57]([C:59]2[CH:64]=[CH:63][C:62]([C:65]3[CH:70]=[CH:69][CH:68]=[CH:67][CH:66]=3)=[CH:61][CH:60]=2)=[CH:56][CH:55]=1)[C:47](=[O:50])[NH:48][CH3:49].C([Li])CCC. No catalyst specified. The product is [C:1]([O:5][C:6](=[O:43])[CH2:7][CH:53]([C:54]1[O:58][C:57]([C:59]2[CH:60]=[CH:61][C:62]([C:65]3[CH:70]=[CH:69][CH:68]=[CH:67][CH:66]=3)=[CH:63][CH:64]=2)=[CH:56][CH:55]=1)[C:52]([NH:51][C@H:46]([C:47](=[O:50])[NH:48][CH3:49])[C:45]([CH3:73])([CH3:72])[CH3:44])=[O:71])([CH3:4])([CH3:3])[CH3:2]. The yield is 0.0700.